Regression/Classification. Given a drug SMILES string, predict its absorption, distribution, metabolism, or excretion properties. Task type varies by dataset: regression for continuous measurements (e.g., permeability, clearance, half-life) or binary classification for categorical outcomes (e.g., BBB penetration, CYP inhibition). For this dataset (lipophilicity_astrazeneca), we predict Y. From a dataset of Experimental lipophilicity measurements (octanol/water distribution) for 4,200 compounds from AstraZeneca. The molecule is COc1cccc(CNCc2cccc(CCNC[C@H](O)c3ccc(O)c4[nH]c(=O)sc34)c2)c1. The Y is 0.910 logD.